This data is from Catalyst prediction with 721,799 reactions and 888 catalyst types from USPTO. The task is: Predict which catalyst facilitates the given reaction. Reactant: Br[Mg][CH:3]=[CH2:4].CON(C)[C:8]([CH:10]1[CH2:14][CH2:13][CH2:12][O:11]1)=[O:9].N#N. Product: [O:11]1[CH2:12][CH2:13][CH2:14][CH:10]1[C:8](=[O:9])[CH:3]=[CH2:4]. The catalyst class is: 1.